From a dataset of Reaction yield outcomes from USPTO patents with 853,638 reactions. Predict the reaction yield, written as a fraction of the theoretical maximum amount of product (1.0 means a 100% yield; for example, 0.34 means a 34% yield). (1) The reactants are [I:1][C:2]1[CH:3]=[C:4]2[C:8](=[CH:9][C:10]=1[CH3:11])[NH:7][N:6]=[CH:5]2.[F:12][C:13]1[CH:18]=[CH:17][C:16](B(O)O)=[CH:15][CH:14]=1.N1C=CC=CC=1. The catalyst is ClCCl.C([O-])(=O)C.[Cu+2].C([O-])(=O)C. The product is [F:12][C:13]1[CH:18]=[CH:17][C:16]([N:7]2[C:8]3[C:4](=[CH:3][C:2]([I:1])=[C:10]([CH3:11])[CH:9]=3)[CH:5]=[N:6]2)=[CH:15][CH:14]=1. The yield is 0.510. (2) The reactants are [Cl-].O[NH3+:3].[C:4](=[O:7])([O-])[OH:5].[Na+].CS(C)=O.[CH2:13]([CH:15]([O:20][C@H:21]1[CH2:26][CH2:25][C@H:24]([N:27]2[C:32](=[O:33])[C:31]([CH2:34][C:35]3[CH:40]=[CH:39][C:38]([C:41]4[C:42]([C:47]#[N:48])=[CH:43][CH:44]=[CH:45][CH:46]=4)=[CH:37][CH:36]=3)=[C:30]([CH2:49][CH2:50][CH3:51])[N:29]3[N:52]=[CH:53][N:54]=[C:28]23)[CH2:23][CH2:22]1)[C:16]([OH:19])([CH3:18])[CH3:17])[CH3:14]. The catalyst is O. The product is [CH2:13]([CH:15]([O:20][C@H:21]1[CH2:22][CH2:23][C@H:24]([N:27]2[C:32](=[O:33])[C:31]([CH2:34][C:35]3[CH:36]=[CH:37][C:38]([C:41]4[CH:46]=[CH:45][CH:44]=[CH:43][C:42]=4[C:47]4[NH:3][C:4](=[O:7])[O:5][N:48]=4)=[CH:39][CH:40]=3)=[C:30]([CH2:49][CH2:50][CH3:51])[N:29]3[N:52]=[CH:53][N:54]=[C:28]23)[CH2:25][CH2:26]1)[C:16]([OH:19])([CH3:17])[CH3:18])[CH3:14]. The yield is 0.560. (3) The reactants are Cl[S:2]([C:5]1[CH:6]=[CH:7][C:8]([O:14][CH3:15])=[C:9]([CH:13]=1)[C:10]([OH:12])=[O:11])(=[O:4])=[O:3].[CH3:16][N:17]1[CH2:22][CH2:21][NH:20][CH2:19][CH2:18]1.C(N(CC)CC)C. The catalyst is CC(C)=O. The product is [CH3:15][O:14][C:8]1[CH:7]=[CH:6][C:5]([S:2]([N:20]2[CH2:21][CH2:22][N:17]([CH3:16])[CH2:18][CH2:19]2)(=[O:4])=[O:3])=[CH:13][C:9]=1[C:10]([OH:12])=[O:11]. The yield is 0.240.